This data is from Experimentally validated miRNA-target interactions with 360,000+ pairs, plus equal number of negative samples. The task is: Binary Classification. Given a miRNA mature sequence and a target amino acid sequence, predict their likelihood of interaction. (1) Result: 0 (no interaction). The miRNA is mmu-miR-670-5p with sequence AUCCCUGAGUGUAUGUGGUGAA. The protein sequence of the target gene is MEWGYLLEVTSLLAALAVLQRSSGAAAASAKELACQEITVPLCKGIGYNYTYMPNQFNHDTQDEAGLEVHQFWPLVEIQCSPDLKFFLCSMYTPICLEDYKKPLPPCRSVCERAKAGCAPLMRQYGFAWPDRMRCDRLPEQGNPDTLCMDYNRTDLTTAAPSPPRRLPPPPPPGEQPPSGSGHSRPPGARPPHRGGSSRGSGDAAAAPPSRGGKARPPGGGAAPCEPGCQCRAPMVSVSSERHPLYNRVKTGQIANCALPCHNPFFSQDERAFTVFWIGLWSVLCFVSTFATVSTFLIDM.... (2) The miRNA is hsa-miR-4665-3p with sequence CUCGGCCGCGGCGCGUAGCCCCCGCC. The protein sequence of the target gene is MMSDFGEELTKLAVAEDNPETSVLSKTGMHFPWLHKHVEAVVTGGKKRKDFAQTTSACLSFIQEALLKHQWQQAAEYMHSYLQTLEDSDTDKRQAAPEIIWKLGSEILFYHPKSNVETFNSFADRMKNIGVLNYLKISLQHALYLLHHGMLDDANRNLSKAETWRYGEKSSSQEVLINLVQAYKGLLQYYTWTRKKMELSKLDEDDYAYAAKTRTMLSQSCKTSTNICALVKTPGVWDPFVKSYVEMLEFYGDQDGAREMLTNYAYDEKFPSNPNAHVYLYEFLKREKAPRAKLISVLKI.... Result: 0 (no interaction). (3) The miRNA is hsa-miR-3174 with sequence UAGUGAGUUAGAGAUGCAGAGCC. Result: 0 (no interaction). The protein sequence of the target gene is NAIFVPRPERKRREVMQIANTTMSSRSRNTTVLDTYNITDPEELETEYPFFESRVDNKERTVISNLRPFTLYRIDIHSCNHEAEKLGCSASNFVFARTMPAEGADDIPGPVTWEPRPENSIFLKWPEPENPNGLILMYEIKYGSQVEDQRECVSRQEYRKYGGAKLNRLNPGNYTARIQATSLSGNGSWTDPVFFYVQAKTTYENFIHLMIALPIAVLLIVGGLVIMLYVFHRKRNSSRLGNGVLYASVNPEYFSAADVYVPDEWEVAREKITMSRELGQGSFGMVYEGVAKGVVKDEPE.... (4) The miRNA is rno-miR-138-5p with sequence AGCUGGUGUUGUGAAUCAGGCCG. Result: 0 (no interaction). The protein sequence of the target gene is MLGSNTFKNMQRRHTTLREKGRRQAIRGPAYMFNEKGTSLTPEEERFLDSAEYGNIPVVRKMLEESKTLNFNCVDYMGQNALQLAVGNEHLEVTELLLKKENLARVGDALLLAISKGYVRIVEAILSHPAFAQGQRLTLSPLEQELRDDDFYAYDEDGTRFSHDITPIILAAHCQEYEIVHILLLKGARIERPHDYFCKCNECTEKQRKDSFSHSRSRMNAYKGLASAAYLSLSSEDPVLTALELSNELARLANIETEFKNDYRKLSMQCKDFVVGVLDLCRDTEEVEAILNGDVNLQVW....